This data is from Ames mutagenicity test results for genotoxicity prediction. The task is: Regression/Classification. Given a drug SMILES string, predict its toxicity properties. Task type varies by dataset: regression for continuous values (e.g., LD50, hERG inhibition percentage) or binary classification for toxic/non-toxic outcomes (e.g., AMES mutagenicity, cardiotoxicity, hepatotoxicity). Dataset: ames. The molecule is C1CC2OC2CC1COCC1CCC2OC2C1. The result is 1 (mutagenic).